From a dataset of Full USPTO retrosynthesis dataset with 1.9M reactions from patents (1976-2016). Predict the reactants needed to synthesize the given product. (1) Given the product [CH3:9][C:4]1[CH:3]=[C:2]([C:10]2[CH:15]=[CH:14][CH:13]=[CH:12][CH:11]=2)[S:6][C:5]=1[CH:7]=[O:8], predict the reactants needed to synthesize it. The reactants are: Br[C:2]1[S:6][C:5]([CH:7]=[O:8])=[C:4]([CH3:9])[CH:3]=1.[C:10]1(B(O)O)[CH:15]=[CH:14][CH:13]=[CH:12][CH:11]=1.C([O-])([O-])=O.[Na+].[Na+]. (2) Given the product [CH2:8]([O:9][C:2]1[CH:7]=[CH:6][C:5]([C@@H:8]([OH:9])[CH2:10][N:21]([CH2:14][C:15]2[CH:20]=[CH:19][CH:18]=[CH:17][CH:16]=2)[C:22]2([CH3:33])[CH2:30][C:29]3[C:24](=[CH:25][C:26]([CH3:32])=[C:27]([CH3:31])[CH:28]=3)[CH2:23]2)=[CH:4][C:3]=1[N+:11]([O-:13])=[O:12])[C:5]1[CH:6]=[CH:7][CH:2]=[CH:3][CH:4]=1, predict the reactants needed to synthesize it. The reactants are: C[C:2]1[CH:7]=[CH:6][C:5]([CH:8]2[CH2:10][O:9]2)=[CH:4][C:3]=1[N+:11]([O-:13])=[O:12].[CH2:14]([NH:21][C:22]1([CH3:33])[CH2:30][C:29]2[C:24](=[CH:25][C:26]([CH3:32])=[C:27]([CH3:31])[CH:28]=2)[CH2:23]1)[C:15]1[CH:20]=[CH:19][CH:18]=[CH:17][CH:16]=1. (3) The reactants are: [CH2:1]([CH:5]1[CH2:9][NH:8]C(=O)[C@H:6]1[C:11]([OH:13])=[O:12])[CH:2]([CH3:4])[CH3:3].Cl.O. Given the product [CH3:4][CH:2]([CH2:1][C@H:5]([CH2:9][NH2:8])[CH2:6][C:11]([OH:13])=[O:12])[CH3:3], predict the reactants needed to synthesize it.